This data is from Catalyst prediction with 721,799 reactions and 888 catalyst types from USPTO. The task is: Predict which catalyst facilitates the given reaction. (1) Reactant: P([O-])([O-])([O-])=O.[K+].[K+].[K+].COC(C)(C)C.[NH2:15][CH:16]([C:24]1[CH:29]=[CH:28][C:27]([O:30][CH3:31])=[CH:26][CH:25]=1)[CH2:17][C:18]([O:20]CCC)=[O:19]. Product: [NH2:15][CH:16]([C:24]1[CH:25]=[CH:26][C:27]([O:30][CH3:31])=[CH:28][CH:29]=1)[CH2:17][C:18]([OH:20])=[O:19]. The catalyst class is: 21. (2) Reactant: [OH-].[K+].CS(C)=O.[NH:7]1[CH:11]=[N:10][N:9]=[N:8]1.Br[CH2:13][C:14]1[CH:19]=[CH:18][C:17]([C:20]2[CH:24]=[C:23]([CH2:25][CH:26]([CH3:28])[CH3:27])[S:22][C:21]=2[S:29]([NH:32][C:33]([CH3:36])([CH3:35])[CH3:34])(=[O:31])=[O:30])=[CH:16][CH:15]=1. Product: [CH2:25]([C:23]1[S:22][C:21]([S:29]([NH:32][C:33]([CH3:34])([CH3:35])[CH3:36])(=[O:30])=[O:31])=[C:20]([C:17]2[CH:16]=[CH:15][C:14]([CH2:13][N:8]3[N:9]=[N:10][CH:11]=[N:7]3)=[CH:19][CH:18]=2)[CH:24]=1)[CH:26]([CH3:28])[CH3:27]. The catalyst class is: 6. (3) Reactant: [CH2:1]([OH:5])[CH2:2][CH:3]=[CH2:4].[H-].[Na+].Br[CH2:9][CH:10]([O:14][CH2:15][CH3:16])[O:11][CH2:12][CH3:13]. Product: [CH2:12]([O:11][CH:10]([O:14][CH2:15][CH3:16])[CH2:9][O:5][CH2:1][CH2:2][CH:3]=[CH2:4])[CH3:13]. The catalyst class is: 7.